Dataset: Forward reaction prediction with 1.9M reactions from USPTO patents (1976-2016). Task: Predict the product of the given reaction. (1) Given the reactants Cl[S:2]([C:5]1[CH:6]=[C:7]([CH:11]=[CH:12][CH:13]=1)[C:8](Cl)=[O:9])(=[O:4])=[O:3].[CH2:14]1[NH:19][CH2:18][CH2:17][N:16]2[CH2:20][CH2:21][CH2:22][CH2:23][CH:15]12.C(=O)([O-])[O-].[Na+].[Na+].[F:30][C:31]([F:40])([F:39])[C:32]1[CH:33]=[C:34]([CH:36]=[CH:37][CH:38]=1)[NH2:35], predict the reaction product. The product is: [CH2:14]1[N:19]([C:8]([C:7]2[CH:6]=[C:5]([S:2]([NH:35][C:34]3[CH:36]=[CH:37][CH:38]=[C:32]([C:31]([F:30])([F:39])[F:40])[CH:33]=3)(=[O:4])=[O:3])[CH:13]=[CH:12][CH:11]=2)=[O:9])[CH2:18][CH2:17][N:16]2[CH2:20][CH2:21][CH2:22][CH2:23][CH:15]12. (2) Given the reactants [NH2:1][C:2]1[N:7]=[CH:6][C:5]([C:8]2[CH:9]=[CH:10][C:11]3[O:17][CH2:16][CH2:15][N:14](C(OC(C)(C)C)=O)[CH2:13][C:12]=3[CH:25]=2)=[CH:4][C:3]=1[S:26]([NH2:29])(=[O:28])=[O:27].[ClH:30].O1CCOCC1, predict the reaction product. The product is: [ClH:30].[ClH:30].[NH2:1][C:2]1[C:3]([S:26]([NH2:29])(=[O:27])=[O:28])=[CH:4][C:5]([C:8]2[CH:9]=[CH:10][C:11]3[O:17][CH2:16][CH2:15][NH:14][CH2:13][C:12]=3[CH:25]=2)=[CH:6][N:7]=1. (3) Given the reactants [C:1]([O:5][C:6]([NH:8][CH2:9][C:10](=[O:17])[CH2:11][C:12]([O:14][CH2:15][CH3:16])=[O:13])=[O:7])([CH3:4])([CH3:3])[CH3:2].C([O-])([O-])=O.[K+].[K+].Br[CH2:25][C:26]([C:28]1[CH:37]=[CH:36][CH:35]=[C:34]2[C:29]=1[N:30]=[C:31]([NH:39][C:40]([CH3:43])([CH3:42])[CH3:41])[C:32]([CH3:38])=[N:33]2)=[O:27].C1COCC1, predict the reaction product. The product is: [C:1]([O:5][C:6]([NH:8][CH2:9][C:10](=[O:17])[CH:11]([CH2:25][C:26]([C:28]1[CH:37]=[CH:36][CH:35]=[C:34]2[C:29]=1[N:30]=[C:31]([NH:39][C:40]([CH3:43])([CH3:42])[CH3:41])[C:32]([CH3:38])=[N:33]2)=[O:27])[C:12]([O:14][CH2:15][CH3:16])=[O:13])=[O:7])([CH3:3])([CH3:4])[CH3:2]. (4) Given the reactants O1CCOCC1.Cl[C:8]1[N:13]=[CH:12][N:11]=[C:10]([NH:14][CH:15]2[CH2:17][CH2:16]2)[C:9]=1[NH2:18].C(=O)([O-])[O-].[Na+].[Na+].[Cl:25][C:26]1[CH:31]=[CH:30][C:29](B(O)O)=[CH:28][CH:27]=1, predict the reaction product. The product is: [Cl:25][C:26]1[CH:31]=[CH:30][C:29]([C:8]2[N:13]=[CH:12][N:11]=[C:10]([NH:14][CH:15]3[CH2:17][CH2:16]3)[C:9]=2[NH2:18])=[CH:28][CH:27]=1.